Dataset: Full USPTO retrosynthesis dataset with 1.9M reactions from patents (1976-2016). Task: Predict the reactants needed to synthesize the given product. (1) Given the product [CH3:15][C:12]1[CH:13]=[CH:14][C:6]([CH2:5][OH:7])=[N:10][CH:11]=1, predict the reactants needed to synthesize it. The reactants are: C(O[C:5](=[O:7])[CH3:6])(=O)C.CC1[CH:14]=[CH:13][C:12]([CH3:15])=[CH:11][N+:10]=1[O-].[OH-].[Na+].ClCCl. (2) The reactants are: [CH3:1][S:2]([C:5]1[CH:12]=[CH:11][C:8]([CH2:9]Cl)=[CH:7][CH:6]=1)(=[O:4])=[O:3].[CH3:13][S:14]([O-:16])=[O:15].[Na+].O. Given the product [CH3:1][S:2]([C:5]1[CH:12]=[CH:11][C:8]([CH2:9][S:14]([CH3:13])(=[O:16])=[O:15])=[CH:7][CH:6]=1)(=[O:4])=[O:3], predict the reactants needed to synthesize it. (3) Given the product [CH3:17][C:16]([NH:1][C@@H:2]([C:3]([NH:5][CH2:6][C:7]1[CH:12]=[CH:11][CH:10]=[CH:9][CH:8]=1)=[O:4])[CH2:13][O:14][CH3:15])=[O:19], predict the reactants needed to synthesize it. The reactants are: [NH2:1][CH:2]([CH2:13][O:14][CH3:15])[C:3]([NH:5][CH2:6][C:7]1[CH:12]=[CH:11][CH:10]=[CH:9][CH:8]=1)=[O:4].[CH:16]([O:19]C(C)=O)(C)[CH3:17].C(=O)C1C(=CC=CC=1)O.CC1C(O)=C(C=O)C(COP(O)(O)=O)=CN=1. (4) Given the product [C:1]([O:5][C:6]([N:8]1[CH2:13][CH2:12][N:11]([CH2:14][C:15]2[CH:20]=[CH:19][C:18]([NH:21][C:22]3[C:27]([C:28]([O:30][CH2:31][CH3:32])=[O:29])=[C:26](/[CH:33]=[CH:42]/[N:43]([CH3:45])[CH3:44])[N:25]=[C:24]([N:34]4[CH2:35][CH2:36][O:37][CH2:38][CH2:39]4)[N:23]=3)=[CH:17][CH:16]=2)[CH2:10][CH2:9]1)=[O:7])([CH3:2])([CH3:3])[CH3:4], predict the reactants needed to synthesize it. The reactants are: [C:1]([O:5][C:6]([N:8]1[CH2:13][CH2:12][N:11]([CH2:14][C:15]2[CH:20]=[CH:19][C:18]([NH:21][C:22]3[C:27]([C:28]([O:30][CH2:31][CH3:32])=[O:29])=[C:26]([CH3:33])[N:25]=[C:24]([N:34]4[CH2:39][CH2:38][O:37][CH2:36][CH2:35]4)[N:23]=3)=[CH:17][CH:16]=2)[CH2:10][CH2:9]1)=[O:7])([CH3:4])([CH3:3])[CH3:2].CO[CH:42](OC)[N:43]([CH3:45])[CH3:44].O. (5) Given the product [OH2:4].[OH2:9].[OH2:1].[OH2:4].[OH2:4].[OH2:4].[N+:3]([O-:6])([O-:5])=[O:4].[Ni+2:7].[N+:8]([O-:11])([O-:10])=[O:9], predict the reactants needed to synthesize it. The reactants are: [OH-:1].[NH4+].[N+:3]([O-:6])([O-:5])=[O:4].[Ni+2:7].[N+:8]([O-:11])([O-:10])=[O:9].